The task is: Predict which catalyst facilitates the given reaction.. This data is from Catalyst prediction with 721,799 reactions and 888 catalyst types from USPTO. (1) Reactant: [Cl:1][C:2]1[CH:33]=[CH:32][CH:31]=[C:30]([Cl:34])[C:3]=1[C:4]([NH:6][C:7]([N:9]([C:18]1[CH:23]=[CH:22][C:21]([C:24]([O:26][CH3:27])=[O:25])=[C:20]([O:28][CH3:29])[CH:19]=1)[NH:10]C(OC(C)(C)C)=O)=[O:8])=O.FC(F)(F)C(O)=O. Product: [Cl:1][C:2]1[CH:33]=[CH:32][CH:31]=[C:30]([Cl:34])[C:3]=1[C:4]1[NH:6][C:7](=[O:8])[N:9]([C:18]2[CH:23]=[CH:22][C:21]([C:24]([O:26][CH3:27])=[O:25])=[C:20]([O:28][CH3:29])[CH:19]=2)[N:10]=1. The catalyst class is: 2. (2) Reactant: [OH-].[Na+].[Cl:3][C:4]1[CH:5]=[C:6]([C:11]2[CH:16]=[CH:15][C:14]([NH:17][CH2:18][C:19]3[CH:24]=[C:23]([O:25][CH3:26])[CH:22]=[CH:21][C:20]=3[C:27]3[CH:28]=[CH:29][C:30]([C:33]([NH:35][CH2:36][CH2:37][C:38]([O:40]CC)=[O:39])=[O:34])=[N:31][CH:32]=3)=[CH:13][CH:12]=2)[CH:7]=[CH:8][C:9]=1[Cl:10]. Product: [Cl:3][C:4]1[CH:5]=[C:6]([C:11]2[CH:16]=[CH:15][C:14]([NH:17][CH2:18][C:19]3[CH:24]=[C:23]([O:25][CH3:26])[CH:22]=[CH:21][C:20]=3[C:27]3[CH:28]=[CH:29][C:30]([C:33]([NH:35][CH2:36][CH2:37][C:38]([OH:40])=[O:39])=[O:34])=[N:31][CH:32]=3)=[CH:13][CH:12]=2)[CH:7]=[CH:8][C:9]=1[Cl:10]. The catalyst class is: 1. (3) Reactant: C([Li])CCC.[CH3:6][C:7]1[CH:8]=[CH:9][C:10]([NH2:13])=[CH:11][CH:12]=1.C([O:16][C:17](=O)[CH2:18][CH:19]1[CH2:24][CH2:23][C:22]([N:31]([CH3:33])[CH3:32])([C:25]2[CH:30]=[CH:29][CH:28]=[CH:27][CH:26]=2)[CH2:21][CH2:20]1)C.[Cl-].[NH4+]. Product: [CH3:32][N:31]([CH3:33])[C:22]1([C:25]2[CH:30]=[CH:29][CH:28]=[CH:27][CH:26]=2)[CH2:21][CH2:20][CH:19]([CH2:18][C:17]([NH:13][C:10]2[CH:11]=[CH:12][C:7]([CH3:6])=[CH:8][CH:9]=2)=[O:16])[CH2:24][CH2:23]1. The catalyst class is: 1.